This data is from Catalyst prediction with 721,799 reactions and 888 catalyst types from USPTO. The task is: Predict which catalyst facilitates the given reaction. (1) Reactant: C[O:2][C:3](=[O:11])[C:4]1[CH:9]=[C:8](Cl)[CH:7]=[CH:6][N:5]=1.[IH:12].[PH2](O)=O.[OH-].[Na+]. Product: [I:12][CH:8]1[CH2:7][CH2:6][NH:5][CH:4]([C:3]([OH:2])=[O:11])[CH2:9]1. The catalyst class is: 6. (2) Reactant: [CH2:1]([N:8]1[CH2:26][CH2:25][C:11]2([N:15]([C:16]3[CH:21]=[CH:20][CH:19]=[C:18]([F:22])[CH:17]=3)[C:14](=[O:23])[CH2:13][C:12]2=O)[CH2:10][CH2:9]1)[C:2]1[CH:7]=[CH:6][CH:5]=[CH:4][CH:3]=1.O.C1(C)C=CC(S(O)(=O)=O)=CC=1.[F:39][C:40]1[CH:46]=[CH:45][C:43]([NH2:44])=[CH:42][CH:41]=1. Product: [CH2:1]([N:8]1[CH2:26][CH2:25][C:11]2([N:15]([C:16]3[CH:21]=[CH:20][CH:19]=[C:18]([F:22])[CH:17]=3)[C:14](=[O:23])[CH:13]=[C:12]2[NH:44][C:43]2[CH:45]=[CH:46][C:40]([F:39])=[CH:41][CH:42]=2)[CH2:10][CH2:9]1)[C:2]1[CH:3]=[CH:4][CH:5]=[CH:6][CH:7]=1. The catalyst class is: 11. (3) Reactant: [Cl:1][C:2]1[CH:3]=[CH:4][C:5]2[CH2:9][CH:8]([C:10]#N)[C:6]=2[CH:7]=1.[OH-:12].[K+].[OH2:14]. Product: [Cl:1][C:2]1[CH:3]=[CH:4][C:5]2[CH2:9][CH:8]([C:10]([OH:14])=[O:12])[C:6]=2[CH:7]=1. The catalyst class is: 8. (4) Reactant: C(O[C:6](=[O:26])[CH:7]([CH2:18][C:19]1[CH:24]=[CH:23][CH:22]=[CH:21][C:20]=1[Cl:25])[C:8]([C:10]1[CH:15]=[CH:14][N:13]=[C:12]([S:16][CH3:17])[N:11]=1)=O)(C)(C)C.Cl.Cl.[NH:29]1[CH2:33][CH2:32][CH2:31][NH:30]1. Product: [Cl:25][C:20]1[CH:21]=[CH:22][CH:23]=[CH:24][C:19]=1[CH2:18][C:7]1[C:6](=[O:26])[N:30]2[CH2:31][CH2:32][CH2:33][N:29]2[C:8]=1[C:10]1[CH:15]=[CH:14][N:13]=[C:12]([S:16][CH3:17])[N:11]=1. The catalyst class is: 17. (5) Reactant: [OH:1][C:2]1[C:11]([N+:12]([O-])=O)=[CH:10][CH:9]=[CH:8][C:3]=1[C:4]([O:6][CH3:7])=[O:5].[H][H]. Product: [NH2:12][C:11]1[C:2]([OH:1])=[C:3]([CH:8]=[CH:9][CH:10]=1)[C:4]([O:6][CH3:7])=[O:5]. The catalyst class is: 358. (6) Reactant: [C:1]([O:4][C@@H:5]1[C@@H:12]([O:13][CH2:14][C:15]2[CH:20]=[CH:19][CH:18]=[CH:17][CH:16]=2)[C@H:11]([O:21][CH2:22][C:23]2[CH:28]=[CH:27][CH:26]=[CH:25][CH:24]=2)[C@@H:10]([CH2:29][O:30]CC2C=CC(Cl)=CC=2)[O:9][C@@H:6]1[O:7][CH3:8])(=[O:3])[CH3:2].N1CCOCC1.[O-]P([O-])([O-])=O.[K+].[K+].[K+].Cl[Sn](Cl)(Cl)Cl. Product: [C:1]([O:4][C@@H:5]1[C@@H:12]([O:13][CH2:14][C:15]2[CH:20]=[CH:19][CH:18]=[CH:17][CH:16]=2)[C@H:11]([O:21][CH2:22][C:23]2[CH:24]=[CH:25][CH:26]=[CH:27][CH:28]=2)[C@@H:10]([CH2:29][OH:30])[O:9][C@H:6]1[O:7][CH3:8])(=[O:3])[CH3:2]. The catalyst class is: 318. (7) Reactant: Br[C:2]1[CH:7]=[CH:6][CH:5]=[CH:4][C:3]=1[C@H:8]([O:10][CH2:11][C@H:12]1[CH2:14][O:13]1)[CH3:9].C1(C)C=CC=CC=1P(C1C=CC=CC=1C)C1C=CC=CC=1C.C(N(CC)CC)C.[C:44]([O:48][CH3:49])(=[O:47])[CH:45]=[CH2:46]. Product: [O:13]1[CH2:14][C@@H:12]1[CH2:11][O:10][C@@H:8]([C:3]1[CH:4]=[CH:5][CH:6]=[CH:7][C:2]=1[CH:46]=[CH:45][C:44]([O:48][CH3:49])=[O:47])[CH3:9]. The catalyst class is: 524. (8) Reactant: [CH3:1][C:2]1[CH:3]=[CH:4][C:5]([C:21]([NH:23][C:24]2[CH:25]=[C:26]([C:36]([F:39])([F:38])[F:37])[CH:27]=[C:28]([N:30]3[CH:34]=[N:33][C:32]([CH3:35])=[CH:31]3)[CH:29]=2)=[O:22])=[CH:6][C:7]=1[NH:8][C:9]1[N:10]=[CH:11][CH:12]=[C:13]([C:15]2[CH:16]=[CH:17][CH:18]=[N:19][CH:20]=2)[N:14]=1.[BrH:40]. Product: [CH3:1][C:2]1[CH:3]=[CH:4][C:5]([C:21]([NH:23][C:24]2[CH:25]=[C:26]([C:36]([F:38])([F:39])[F:37])[CH:27]=[C:28]([N:30]3[CH:34]=[N:33][C:32]([CH3:35])=[CH:31]3)[CH:29]=2)=[O:22])=[CH:6][C:7]=1[NH:8][C:9]1[N:10]=[CH:11][CH:12]=[C:13]([C:15]2[CH:16]=[CH:17][CH:18]=[N:19][CH:20]=2)[N:14]=1.[BrH:40]. The catalyst class is: 9.